This data is from Full USPTO retrosynthesis dataset with 1.9M reactions from patents (1976-2016). The task is: Predict the reactants needed to synthesize the given product. (1) Given the product [F:3][C:4]([F:39])([F:38])[C:5]1[CH:6]=[CH:7][C:8]2=[N:35][N:12]([C:13]3[CH:18]=[C:17]([C:19]([CH3:22])([CH3:21])[CH3:20])[CH:16]=[C:15]([C:23]([C:26]4[CH:31]=[CH:30][C:29]([O:32][CH3:33])=[CH:28][CH:27]=4)([CH3:25])[CH3:24])[C:14]=3[OH:34])[N:11]=[C:9]2[CH:10]=1, predict the reactants needed to synthesize it. The reactants are: [OH-].[Na+].[F:3][C:4]([F:39])([F:38])[C:5]1[CH:6]=[CH:7][C:8]([N+:35]([O-])=O)=[C:9]([N:11]=[N:12][C:13]2[CH:18]=[C:17]([C:19]([CH3:22])([CH3:21])[CH3:20])[CH:16]=[C:15]([C:23]([C:26]3[CH:31]=[CH:30][C:29]([O:32][CH3:33])=[CH:28][CH:27]=3)([CH3:25])[CH3:24])[C:14]=2[OH:34])[CH:10]=1.ClC1C(=O)C2C(C(=O)C=1Cl)=CC=CC=2.S(=O)(=O)(O)O. (2) The reactants are: [NH2:1][C:2]1[CH:20]=[CH:19][C:5]2[N:6]([C:13](=[O:18])[C:14]([F:17])([F:16])[F:15])[CH2:7][CH2:8][C:9](=[O:12])[NH:10][CH2:11][C:4]=2[CH:3]=1.Cl[C:22]1[N:27]=[C:26]([NH:28][C:29]2[CH:34]=[CH:33][CH:32]=[CH:31][C:30]=2[S:35]([NH:38][CH3:39])(=[O:37])=[O:36])[C:25]([Cl:40])=[CH:24][N:23]=1. Given the product [Cl:40][C:25]1[C:26]([NH:28][C:29]2[CH:34]=[CH:33][CH:32]=[CH:31][C:30]=2[S:35]([NH:38][CH3:39])(=[O:37])=[O:36])=[N:27][C:22]([NH:1][C:2]2[CH:20]=[CH:19][C:5]3[N:6]([C:13](=[O:18])[C:14]([F:17])([F:16])[F:15])[CH2:7][CH2:8][C:9](=[O:12])[NH:10][CH2:11][C:4]=3[CH:3]=2)=[N:23][CH:24]=1, predict the reactants needed to synthesize it. (3) Given the product [Br:1][C:2]1[CH:9]=[CH:8][C:5]([N:6]([CH3:7])[C:13](=[O:20])[C:14]2[CH:19]=[CH:18][CH:17]=[CH:16][CH:15]=2)=[C:4]([N+:10]([O-:12])=[O:11])[CH:3]=1, predict the reactants needed to synthesize it. The reactants are: [Br:1][C:2]1[CH:9]=[CH:8][C:5]([NH:6][CH3:7])=[C:4]([N+:10]([O-:12])=[O:11])[CH:3]=1.[C:13](Cl)(=[O:20])[C:14]1[CH:19]=[CH:18][CH:17]=[CH:16][CH:15]=1.C(OCC)(=O)C.